Regression. Given two drug SMILES strings and cell line genomic features, predict the synergy score measuring deviation from expected non-interaction effect. From a dataset of NCI-60 drug combinations with 297,098 pairs across 59 cell lines. (1) Drug 1: CC(C1=C(C=CC(=C1Cl)F)Cl)OC2=C(N=CC(=C2)C3=CN(N=C3)C4CCNCC4)N. Drug 2: C1=NC2=C(N1)C(=S)N=C(N2)N. Cell line: HL-60(TB). Synergy scores: CSS=45.4, Synergy_ZIP=-5.59, Synergy_Bliss=-6.55, Synergy_Loewe=-8.62, Synergy_HSA=-7.04. (2) Drug 1: CN1CCC(CC1)COC2=C(C=C3C(=C2)N=CN=C3NC4=C(C=C(C=C4)Br)F)OC. Drug 2: C(=O)(N)NO. Cell line: ACHN. Synergy scores: CSS=16.7, Synergy_ZIP=-5.50, Synergy_Bliss=3.20, Synergy_Loewe=4.78, Synergy_HSA=7.18. (3) Drug 1: CS(=O)(=O)CCNCC1=CC=C(O1)C2=CC3=C(C=C2)N=CN=C3NC4=CC(=C(C=C4)OCC5=CC(=CC=C5)F)Cl. Drug 2: CC(C)NC(=O)C1=CC=C(C=C1)CNNC.Cl. Cell line: CAKI-1. Synergy scores: CSS=4.88, Synergy_ZIP=-4.73, Synergy_Bliss=-4.92, Synergy_Loewe=-8.75, Synergy_HSA=-4.07. (4) Synergy scores: CSS=14.7, Synergy_ZIP=-5.21, Synergy_Bliss=-7.38, Synergy_Loewe=-11.2, Synergy_HSA=-5.29. Drug 1: COC1=C(C=C2C(=C1)N=CN=C2NC3=CC(=C(C=C3)F)Cl)OCCCN4CCOCC4. Cell line: UACC-257. Drug 2: C1=NC2=C(N1)C(=S)N=CN2.